This data is from Catalyst prediction with 721,799 reactions and 888 catalyst types from USPTO. The task is: Predict which catalyst facilitates the given reaction. (1) Reactant: [F:1][C:2]1[C:11]2[O:12][CH2:13][C@@H:14]([CH2:15][N:16]3[CH2:21][CH2:20][C@H:19]([NH:22]C(=O)OC(C)(C)C)[C@H:18]([OH:30])[CH2:17]3)[N:9]3[C:10]=2[C:5]([CH:6]=[CH:7][C:8]3=[O:31])=[CH:4][CH:3]=1.C(O)(C(F)(F)F)=O. Product: [NH3:9].[CH3:11][OH:12].[NH2:22][C@H:19]1[CH2:20][CH2:21][N:16]([CH2:15][C@H:14]2[N:9]3[C:10]4[C:5]([CH:6]=[CH:7][C:8]3=[O:31])=[CH:4][CH:3]=[C:2]([F:1])[C:11]=4[O:12][CH2:13]2)[CH2:17][C@H:18]1[OH:30]. The catalyst class is: 2. (2) Reactant: [C:1]([Si:5]([CH3:13])([CH3:12])[O:6][CH2:7][C:8]([CH3:11])([OH:10])[CH3:9])([CH3:4])([CH3:3])[CH3:2].CC(C)([O-])C.[K+].F[C:21]1[CH:26]=[CH:25][C:24]([N+:27]([O-:29])=[O:28])=[CH:23][C:22]=1[N:30]1[C:34](=[O:35])[N:33]([CH3:36])[N:32]=[N:31]1. Product: [Si:5]([O:6][CH2:7][C:8]([CH3:11])([O:10][C:21]1[CH:26]=[CH:25][C:24]([N+:27]([O-:29])=[O:28])=[CH:23][C:22]=1[N:30]1[C:34](=[O:35])[N:33]([CH3:36])[N:32]=[N:31]1)[CH3:9])([C:1]([CH3:4])([CH3:3])[CH3:2])([CH3:13])[CH3:12]. The catalyst class is: 1. (3) Reactant: [NH2:1][C:2]1[C:3]([CH3:10])=[C:4]([CH:7]=[CH:8][CH:9]=1)[CH2:5][OH:6].C(O[C:15](=[O:17])[CH3:16])(=O)C.[C:18]([O-:21])(=O)[CH3:19].[K+].[N:23](OCCC(C)C)=O.C1OCCOCCOCCOCCOCCOC1. Product: [C:18]([N:1]1[C:2]2[C:3](=[C:4]([CH2:5][O:6][C:15](=[O:17])[CH3:16])[CH:7]=[CH:8][CH:9]=2)[CH:10]=[N:23]1)(=[O:21])[CH3:19]. The catalyst class is: 22.